This data is from Full USPTO retrosynthesis dataset with 1.9M reactions from patents (1976-2016). The task is: Predict the reactants needed to synthesize the given product. (1) Given the product [CH:20]([O:1][C@@H:2]1[C@@H:6]([CH:7]=[CH2:8])[CH2:5][N:4]([C:9]([O:11][CH2:12][C:13]2[CH:14]=[CH:15][CH:16]=[CH:17][CH:18]=2)=[O:10])[CH2:3]1)([CH3:22])[CH3:21], predict the reactants needed to synthesize it. The reactants are: [OH:1][C@@H:2]1[C@@H:6]([CH:7]=[CH2:8])[CH2:5][N:4]([C:9]([O:11][CH2:12][C:13]2[CH:18]=[CH:17][CH:16]=[CH:15][CH:14]=2)=[O:10])[CH2:3]1.I[CH:20]([CH3:22])[CH3:21]. (2) Given the product [Br-:1].[F:23][C:20]1[CH:21]=[CH:22][C:17]([N:16]2[C:15](=[O:24])[CH:14]([CH2:25][CH2:26][CH:27]([C:29]3[CH:34]=[CH:33][C:32]([F:35])=[CH:31][CH:30]=3)[OH:28])[CH:13]2[C:10]2[CH:11]=[CH:12][C:7]([O:6][CH2:5][C:4]3[CH:36]=[CH:37][CH:38]=[CH:39][C:3]=3[CH2:2][N+:42]34[CH2:47][CH2:46][N:45]([CH2:44][CH2:43]3)[CH2:40][CH2:41]4)=[CH:8][CH:9]=2)=[CH:18][CH:19]=1, predict the reactants needed to synthesize it. The reactants are: [Br:1][CH2:2][C:3]1[CH:39]=[CH:38][CH:37]=[CH:36][C:4]=1[CH2:5][O:6][C:7]1[CH:12]=[CH:11][C:10]([CH:13]2[N:16]([C:17]3[CH:22]=[CH:21][C:20]([F:23])=[CH:19][CH:18]=3)[C:15](=[O:24])[CH:14]2[CH2:25][CH2:26][CH:27]([C:29]2[CH:34]=[CH:33][C:32]([F:35])=[CH:31][CH:30]=2)[OH:28])=[CH:9][CH:8]=1.[CH2:40]1[N:45]2[CH2:46][CH2:47][N:42]([CH2:43][CH2:44]2)[CH2:41]1. (3) Given the product [F:1][C:2]1[CH:7]=[C:6]([N+:8]([O-:10])=[O:9])[CH:5]=[C:4]([O:23][CH3:22])[C:3]=1[N:12]1[CH2:17][CH2:16][N:15]([CH:18]2[CH2:19][O:20][CH2:21]2)[CH2:14][CH2:13]1, predict the reactants needed to synthesize it. The reactants are: [F:1][C:2]1[CH:7]=[C:6]([N+:8]([O-:10])=[O:9])[CH:5]=[C:4](F)[C:3]=1[N:12]1[CH2:17][CH2:16][N:15]([CH:18]2[CH2:21][O:20][CH2:19]2)[CH2:14][CH2:13]1.[CH3:22][O-:23].[Na+]. (4) Given the product [CH:1]1([N:5]2[CH2:10][CH2:9][N:8]([C:11](=[O:32])[CH2:12][N:13]3[CH2:22][CH2:21][C:20]4[C:15](=[CH:16][CH:17]=[C:18]([N:38]5[CH2:39][CH2:34][O:43][C:37]5=[O:41])[CH:19]=4)[CH2:14]3)[CH2:7][CH2:6]2)[CH2:2][CH2:3][CH2:4]1, predict the reactants needed to synthesize it. The reactants are: [CH:1]1([N:5]2[CH2:10][CH2:9][N:8]([C:11](=[O:32])[CH2:12][N:13]3[CH2:22][CH2:21][C:20]4[C:15](=[CH:16][CH:17]=[C:18](B5OC(C)(C)C(C)(C)O5)[CH:19]=4)[CH2:14]3)[CH2:7][CH2:6]2)[CH2:4][CH2:3][CH2:2]1.Br[C:34]1C=C[C:37](=[O:41])[N:38](C)[CH:39]=1.C([O-])([O-])=[O:43].[K+].[K+].O1CCOCC1. (5) Given the product [Cl:32][C:18]1[C:19]([NH:21][C:22]2[CH:31]=[CH:30][CH:29]=[CH:28][C:23]=2[C:24]([NH:26][CH3:27])=[O:25])=[N:20][C:15]([NH:13][C:10]2[CH:11]=[CH:12][C:3]3[N:2]([CH3:1])[CH2:8][CH2:7][CH2:6][CH2:5][C:4]=3[CH:9]=2)=[N:16][CH:17]=1, predict the reactants needed to synthesize it. The reactants are: [CH3:1][N:2]1[CH2:8][CH2:7][CH2:6][CH2:5][C:4]2[CH:9]=[C:10]([NH2:13])[CH:11]=[CH:12][C:3]1=2.Cl[C:15]1[N:20]=[C:19]([NH:21][C:22]2[CH:31]=[CH:30][CH:29]=[CH:28][C:23]=2[C:24]([NH:26][CH3:27])=[O:25])[C:18]([Cl:32])=[CH:17][N:16]=1.C(=O)([O-])[O-]. (6) Given the product [O:31]=[C:30]1[C:10]2[C:9]([O:8][CH2:7][C:1]3[CH:6]=[CH:5][CH:4]=[CH:3][CH:2]=3)=[C:18]3[CH:17]=[CH:16][CH:15]=[CH:14][C:13]3=[C:12]([O:19][CH2:20][C:21]3[CH:26]=[CH:25][CH:24]=[CH:23][CH:22]=3)[C:11]=2[C:27](=[O:28])[N:33]1[C:34]1[CH:35]=[CH:36][C:37]([CH2:40][C:41]([O:43][CH2:44][CH3:45])=[O:42])=[CH:38][CH:39]=1, predict the reactants needed to synthesize it. The reactants are: [C:1]1([CH2:7][O:8][C:9]2[C:18]3[C:13](=[CH:14][CH:15]=[CH:16][CH:17]=3)[C:12]([O:19][CH2:20][C:21]3[CH:26]=[CH:25][CH:24]=[CH:23][CH:22]=3)=[C:11]([C:27](O)=[O:28])[C:10]=2[C:30](O)=[O:31])[CH:6]=[CH:5][CH:4]=[CH:3][CH:2]=1.[NH2:33][C:34]1[CH:39]=[CH:38][C:37]([CH2:40][C:41]([O:43][CH2:44][CH3:45])=[O:42])=[CH:36][CH:35]=1.O. (7) The reactants are: [N:1]([CH:4]([C:6]1[N:7]=[C:8]2[S:23][CH:22]=[C:21]([CH3:24])[N:9]2[C:10](=[O:20])[C:11]=1[C:12]1[CH:17]=[CH:16][CH:15]=[C:14]([F:18])[C:13]=1[F:19])[CH3:5])=[N+]=[N-].CP(C)C. Given the product [NH2:1][CH:4]([C:6]1[N:7]=[C:8]2[S:23][CH:22]=[C:21]([CH3:24])[N:9]2[C:10](=[O:20])[C:11]=1[C:12]1[CH:17]=[CH:16][CH:15]=[C:14]([F:18])[C:13]=1[F:19])[CH3:5], predict the reactants needed to synthesize it. (8) Given the product [C:4]([O:6][CH:7]([CH3:9])[CH3:8])(=[O:5])/[CH:3]=[CH:2]/[C:1]([O:11][CH:12]([CH3:14])[CH3:13])=[O:10].[C:15]([O:22][CH2:23][CH3:24])(=[O:21])/[CH:16]=[CH:17]/[C:18]([O-:20])=[O:19], predict the reactants needed to synthesize it. The reactants are: [C:1]([O:11][CH:12]([CH3:14])[CH3:13])(=[O:10])/[CH:2]=[CH:3]/[C:4]([O:6][CH:7]([CH3:9])[CH3:8])=[O:5].[C:15]([O:22][CH2:23][CH3:24])(=[O:21])/[CH:16]=[CH:17]/[C:18]([O-:20])=[O:19].CCCCCC. (9) Given the product [Cl:23][C:24]1[CH:31]=[C:30]([O:20][C@H:15]([C:13]2[CH:12]=[CH:11][CH:10]=[C:9]([C:6]3[CH:5]=[CH:4][C:3]([C:2]([F:21])([F:1])[F:22])=[CH:8][CH:7]=3)[N:14]=2)[CH2:16][CH2:17][CH2:18][CH3:19])[CH:29]=[CH:28][C:25]=1[CH:26]=[O:27], predict the reactants needed to synthesize it. The reactants are: [F:1][C:2]([F:22])([F:21])[C:3]1[CH:8]=[CH:7][C:6]([C:9]2[N:14]=[C:13]([C@H:15]([OH:20])[CH2:16][CH2:17][CH2:18][CH3:19])[CH:12]=[CH:11][CH:10]=2)=[CH:5][CH:4]=1.[Cl:23][C:24]1[CH:31]=[C:30](O)[CH:29]=[CH:28][C:25]=1[CH:26]=[O:27]. (10) Given the product [CH3:26][S:23]([C:20]1[CH:21]=[CH:22][C:16]2[O:15][CH2:14][CH:13]([CH2:12][N:27]3[CH2:32][CH2:31][O:30][CH2:29][CH2:28]3)[O:18][C:17]=2[CH:19]=1)(=[O:24])=[O:25], predict the reactants needed to synthesize it. The reactants are: CC1C=CC(S(O[CH2:12][CH:13]2[O:18][C:17]3[CH:19]=[C:20]([S:23]([CH3:26])(=[O:25])=[O:24])[CH:21]=[CH:22][C:16]=3[O:15][CH2:14]2)(=O)=O)=CC=1.[NH:27]1[CH2:32][CH2:31][O:30][CH2:29][CH2:28]1.